This data is from Full USPTO retrosynthesis dataset with 1.9M reactions from patents (1976-2016). The task is: Predict the reactants needed to synthesize the given product. (1) Given the product [C:1]([O:5][C:6](=[O:18])[NH:7][C:8]1[CH:13]=[CH:12][C:11]([Sn:23]([CH2:37][CH2:38][CH2:39][CH3:40])([CH2:41][CH2:42][CH2:43][CH3:44])[CH2:19][CH2:20][CH2:21][CH3:22])=[CH:10][C:9]=1[N+:15]([O-:17])=[O:16])([CH3:4])([CH3:3])[CH3:2], predict the reactants needed to synthesize it. The reactants are: [C:1]([O:5][C:6](=[O:18])[NH:7][C:8]1[CH:13]=[CH:12][C:11](I)=[CH:10][C:9]=1[N+:15]([O-:17])=[O:16])([CH3:4])([CH3:3])[CH3:2].[CH2:19]([Sn:23]([CH2:41][CH2:42][CH2:43][CH3:44])([CH2:37][CH2:38][CH2:39][CH3:40])[Sn:23]([CH2:37][CH2:38][CH2:39][CH3:40])([CH2:41][CH2:42][CH2:43][CH3:44])[CH2:19][CH2:20][CH2:21][CH3:22])[CH2:20][CH2:21][CH3:22]. (2) Given the product [Br:1][C:2]1[C:10]([CH3:11])=[CH:9][C:5]([C:6]([NH:17][S:14]([CH3:13])(=[O:16])=[O:15])=[O:7])=[C:4]([F:12])[CH:3]=1, predict the reactants needed to synthesize it. The reactants are: [Br:1][C:2]1[C:10]([CH3:11])=[CH:9][C:5]([C:6](O)=[O:7])=[C:4]([F:12])[CH:3]=1.[CH3:13][S:14]([NH2:17])(=[O:16])=[O:15].Cl.C(N=C=NCCCN(C)C)C. (3) Given the product [O:1]=[C:2]1[N:6]([CH3:7])[C:5]([C:13]2[CH:14]=[CH:15][C:16]([F:19])=[CH:17][CH:18]=2)([CH2:8][OH:9])[C:4](=[O:20])[N:3]1[C:21]1[CH:28]=[CH:27][C:24]([C:25]#[N:26])=[C:23]([C:29]([F:31])([F:32])[F:30])[CH:22]=1, predict the reactants needed to synthesize it. The reactants are: [O:1]=[C:2]1[N:6]([CH3:7])[C:5]([C:13]2[CH:18]=[CH:17][C:16]([F:19])=[CH:15][CH:14]=2)([CH2:8][O:9]CC=C)[C:4](=[O:20])[N:3]1[C:21]1[CH:28]=[CH:27][C:24]([C:25]#[N:26])=[C:23]([C:29]([F:32])([F:31])[F:30])[CH:22]=1.C(=O)(O)[O-].[Na+]. (4) Given the product [Br:1][C:2]1[CH:3]=[CH:4][C:5]2[S:9](=[O:10])(=[O:11])[N:8]([CH2:15][C:16]([O:18][C:19]([CH3:22])([CH3:21])[CH3:20])=[O:17])[CH:7]([CH3:12])[C:6]=2[CH:13]=1, predict the reactants needed to synthesize it. The reactants are: [Br:1][C:2]1[CH:3]=[CH:4][C:5]2[S:9](=[O:11])(=[O:10])[NH:8][CH:7]([CH3:12])[C:6]=2[CH:13]=1.Br[CH2:15][C:16]([O:18][C:19]([CH3:22])([CH3:21])[CH3:20])=[O:17].C([O-])([O-])=O.[K+].[K+]. (5) Given the product [CH2:30]([S:27]([C:23]1[CH:22]=[C:21]([C:20]#[C:19][C:10]2[C:11]3[C:16](=[CH:15][CH:14]=[CH:13][CH:12]=3)[CH:17]=[CH:18][C:9]=2[O:8][CH2:7][C:6]([OH:33])=[O:5])[CH:26]=[CH:25][CH:24]=1)(=[O:29])=[O:28])[CH2:31][CH3:32], predict the reactants needed to synthesize it. The reactants are: C([O:5][C:6](=[O:33])[CH2:7][O:8][C:9]1[CH:18]=[CH:17][C:16]2[C:11](=[CH:12][CH:13]=[CH:14][CH:15]=2)[C:10]=1[C:19]#[C:20][C:21]1[CH:26]=[CH:25][CH:24]=[C:23]([S:27]([CH2:30][CH2:31][CH3:32])(=[O:29])=[O:28])[CH:22]=1)(C)(C)C.FC(F)(F)C(O)=O.